This data is from Peptide-MHC class I binding affinity with 185,985 pairs from IEDB/IMGT. The task is: Regression. Given a peptide amino acid sequence and an MHC pseudo amino acid sequence, predict their binding affinity value. This is MHC class I binding data. (1) The peptide sequence is IDNQKLSYL. The MHC is HLA-B44:03 with pseudo-sequence HLA-B44:03. The binding affinity (normalized) is 0. (2) The peptide sequence is SLYADSPSV. The MHC is Patr-A0701 with pseudo-sequence Patr-A0701. The binding affinity (normalized) is 0.0654.